From a dataset of Full USPTO retrosynthesis dataset with 1.9M reactions from patents (1976-2016). Predict the reactants needed to synthesize the given product. Given the product [F:1][C:2]1[CH:10]=[C:9]2[C:5]([C:6]([C:20]3[CH:41]=[CH:40][C:23]4[N:24]=[C:25]([CH:27]5[CH2:28][CH2:29][N:30]([C:33]([O:35][C:36]([CH3:37])([CH3:38])[CH3:39])=[O:34])[CH2:31][CH2:32]5)[O:26][C:22]=4[CH:21]=3)=[CH:7][NH:8]2)=[CH:4][CH:3]=1, predict the reactants needed to synthesize it. The reactants are: [F:1][C:2]1[CH:10]=[C:9]2[C:5]([C:6]([C:20]3[CH:41]=[CH:40][C:23]4[N:24]=[C:25]([CH:27]5[CH2:32][CH2:31][N:30]([C:33]([O:35][C:36]([CH3:39])([CH3:38])[CH3:37])=[O:34])[CH2:29][CH2:28]5)[O:26][C:22]=4[CH:21]=3)=[CH:7][N:8]2S(C2C=CC=CC=2)(=O)=O)=[CH:4][CH:3]=1.[OH-].[Na+].